From a dataset of Full USPTO retrosynthesis dataset with 1.9M reactions from patents (1976-2016). Predict the reactants needed to synthesize the given product. (1) Given the product [F:1][C:2]([F:7])([F:6])[C:3]([OH:5])=[O:4].[Cl:15][C:16]1[CH:17]=[N:18][C:19]2[NH:20][C:21]3[CH:22]=[CH:23][CH:24]=[C:25]([CH:47]=3)[CH2:26][CH2:27][C:28]3[CH:36]=[C:32]([NH:33][C:34]=1[N:35]=2)[CH:31]=[CH:30][C:29]=3[NH:37][C:38](=[O:46])[CH2:39][CH:40]1[CH2:45][CH2:44][N:43]([S:51]([CH:49]([CH3:50])[CH3:48])(=[O:53])=[O:52])[CH2:42][CH2:41]1, predict the reactants needed to synthesize it. The reactants are: [F:1][C:2]([F:7])([F:6])[C:3]([OH:5])=[O:4].FC(F)(F)C(O)=O.[Cl:15][C:16]1[CH:17]=[N:18][C:19]2[NH:20][C:21]3[CH:22]=[CH:23][CH:24]=[C:25]([CH:47]=3)[CH2:26][CH2:27][C:28]3[CH:36]=[C:32]([NH:33][C:34]=1[N:35]=2)[CH:31]=[CH:30][C:29]=3[NH:37][C:38](=[O:46])[CH2:39][CH:40]1[CH2:45][CH2:44][NH:43][CH2:42][CH2:41]1.[CH3:48][CH:49]([S:51](Cl)(=[O:53])=[O:52])[CH3:50]. (2) Given the product [OH:19][CH2:12][C:11]1[C:3]([O:2][CH3:1])=[CH:4][C:5]2[C:6]([CH:10]=1)=[N:7][O:8][N:9]=2, predict the reactants needed to synthesize it. The reactants are: [CH3:1][O:2][C:3]1[C:11]([CH3:12])=[CH:10][C:6]2=[N:7][O:8][N:9]=[C:5]2[CH:4]=1.BrN1C(=[O:19])CCC1=O.C(=O)([O-])[O-].[Ca+2].O. (3) Given the product [OH:18][C:15]1[CH:16]=[CH:17][C:12]([CH:11]=[CH:7][C:1]2[CH:2]=[CH:3][CH:4]=[CH:5][CH:6]=2)=[CH:13][C:14]=1[O:19][CH3:20], predict the reactants needed to synthesize it. The reactants are: [C:1]1([C:7](=[CH:11][C:12]2[CH:17]=[CH:16][C:15]([OH:18])=[C:14]([O:19][CH3:20])[CH:13]=2)C(O)=O)[CH:6]=[CH:5][CH:4]=[CH:3][CH:2]=1.C([O-])(O)=O.[Na+].CC1NC=CN=1. (4) Given the product [CH:8]([C:7]1[C:2]2[B:23]([OH:24])[O:17][CH2:13][C:3]=2[CH:4]=[CH:5][CH:6]=1)=[O:9], predict the reactants needed to synthesize it. The reactants are: Br[C:2]1[C:7]([CH2:8][O:9]COC)=[CH:6][CH:5]=[CH:4][C:3]=1[CH:13]1[O:17]CCO1.[Li]CCCC.[B:23](OC(C)C)(OC(C)C)[O:24]C(C)C. (5) Given the product [Cl:22][C:19]1[CH:20]=[CH:21][C:16]([CH:12]2[CH2:13][CH2:14][CH2:15][N:10]([C:8]([C:6]3[CH:7]=[C:2]([O:25][CH3:24])[N:3]=[N:4][CH:5]=3)=[O:9])[CH2:11]2)=[C:17]([CH3:23])[CH:18]=1, predict the reactants needed to synthesize it. The reactants are: Cl[C:2]1[N:3]=[N:4][CH:5]=[C:6]([C:8]([N:10]2[CH2:15][CH2:14][CH2:13][CH:12]([C:16]3[CH:21]=[CH:20][C:19]([Cl:22])=[CH:18][C:17]=3[CH3:23])[CH2:11]2)=[O:9])[CH:7]=1.[CH3:24][O-:25].[Na+]. (6) The reactants are: [CH3:1][O:2][CH2:3][N:4]1[C:9](=[O:10])[N:8]2[CH:11]=[N:12][C:13]([C:14](O)=O)=[C:7]2[N:6]=[N:5]1.[NH2:17][C:18]1[CH:23]=[CH:22][CH:21]=[CH:20][C:19]=1[SH:24]. Given the product [S:24]1[C:19]2[CH:20]=[CH:21][CH:22]=[CH:23][C:18]=2[N:17]=[C:14]1[C:13]1[N:12]=[CH:11][N:8]2[C:9](=[O:10])[N:4]([CH2:3][O:2][CH3:1])[N:5]=[N:6][C:7]=12, predict the reactants needed to synthesize it.